This data is from Reaction yield outcomes from USPTO patents with 853,638 reactions. The task is: Predict the reaction yield, written as a fraction of the theoretical maximum amount of product (1.0 means a 100% yield; for example, 0.34 means a 34% yield). (1) The reactants are [CH2:1]([C@@:8]1([C:13]([OH:15])=[O:14])[CH2:12][CH2:11][CH2:10][NH:9]1)[C:2]1[CH:7]=[CH:6][CH:5]=[CH:4][CH:3]=1.O.O.O.O.O.[OH-].C[N+](C)(C)C.[CH3:27][C:28]([O:31][C:32](O[C:32]([O:31][C:28]([CH3:30])([CH3:29])[CH3:27])=[O:33])=[O:33])([CH3:30])[CH3:29]. The catalyst is C(#N)C. The product is [C:28]([O:31][C:32]([N:9]1[CH2:10][CH2:11][CH2:12][C@@:8]1([CH2:1][C:2]1[CH:3]=[CH:4][CH:5]=[CH:6][CH:7]=1)[C:13]([OH:15])=[O:14])=[O:33])([CH3:30])([CH3:29])[CH3:27]. The yield is 0.410. (2) The reactants are [CH2:1]([C@@:4]1([C:20]2[CH:25]=[CH:24][C:23]([F:26])=[CH:22][CH:21]=2)[O:9][C:8](=[O:10])[N:7]([C@H:11]([C:13]2[CH:18]=[CH:17][C:16]([Br:19])=[CH:15][CH:14]=2)[CH3:12])[CH2:6][CH2:5]1)[CH:2]=[CH2:3].B.C1C[O:31]CC1.[OH-].[Na+].OO.Cl. The catalyst is C1COCC1.O. The product is [Br:19][C:16]1[CH:17]=[CH:18][C:13]([C@@H:11]([N:7]2[CH2:6][CH2:5][C@@:4]([C:20]3[CH:21]=[CH:22][C:23]([F:26])=[CH:24][CH:25]=3)([CH2:1][CH2:2][CH2:3][OH:31])[O:9][C:8]2=[O:10])[CH3:12])=[CH:14][CH:15]=1. The yield is 0.380. (3) The reactants are [Li].C[O:3][C:4](=[O:26])[C:5]1[CH:10]=[CH:9][C:8]([S:11]([N:14]2[C:22]3[C:17](=[CH:18][CH:19]=[CH:20][CH:21]=3)[C:16]([CH:23]3[CH2:25][CH2:24]3)=[CH:15]2)(=[O:13])=[O:12])=[CH:7][CH:6]=1.O1CCOCC1.Cl. The catalyst is O. The product is [CH:23]1([C:16]2[C:17]3[C:22](=[CH:21][CH:20]=[CH:19][CH:18]=3)[N:14]([S:11]([C:8]3[CH:7]=[CH:6][C:5]([C:4]([OH:26])=[O:3])=[CH:10][CH:9]=3)(=[O:12])=[O:13])[CH:15]=2)[CH2:24][CH2:25]1. The yield is 0.930. (4) The reactants are [CH2:1]([NH:3][C:4]1[CH:9]=[CH:8][C:7]2[O:10][CH2:11][O:12][C:6]=2[CH:5]=1)[CH3:2].[O:13]([C:15]#[N:16])[Na]. The catalyst is CC(O)=O. The product is [CH2:1]([N:3]([C:4]1[CH:9]=[CH:8][C:7]2[O:10][CH2:11][O:12][C:6]=2[CH:5]=1)[C:15]([NH2:16])=[O:13])[CH3:2]. The yield is 0.560. (5) The reactants are [F:1][C:2]1[C:3]([N:9]2[CH2:13][C:12]([CH3:15])([CH3:14])[O:11][C:10]2=[O:16])=[N:4][CH:5]=[C:6](I)[CH:7]=1.[C:17]1([C:23]#[CH:24])[CH:22]=[CH:21][CH:20]=[CH:19][CH:18]=1.C(N(CC)CC)C. The catalyst is CN(C=O)C.C1C=CC(P(C2C=CC=CC=2)C2C=CC=CC=2)=CC=1.C1C=CC(P(C2C=CC=CC=2)C2C=CC=CC=2)=CC=1.Cl[Pd]Cl.[Cu]I.C1(P(C2C=CC=CC=2)C2C=CC=CC=2)C=CC=CC=1. The product is [F:1][C:2]1[C:3]([N:9]2[CH2:13][C:12]([CH3:15])([CH3:14])[O:11][C:10]2=[O:16])=[N:4][CH:5]=[C:6]([C:24]#[C:23][C:17]2[CH:22]=[CH:21][CH:20]=[CH:19][CH:18]=2)[CH:7]=1. The yield is 0.866. (6) The reactants are [F:1][C:2]([F:49])([F:48])[C:3]1[CH:4]=[C:5]([C@H:13]([N:15]([CH3:47])[C:16]([N:18]2[CH2:38][CH2:37][C@:21]3([N:25](C(OCC4C=CC=CC=4)=O)[C:24](=[O:36])[CH2:23][CH2:22]3)[CH2:20][C@@H:19]2[C:39]2[CH:44]=[CH:43][C:42]([F:45])=[CH:41][C:40]=2[CH3:46])=[O:17])[CH3:14])[CH:6]=[C:7]([C:9]([F:12])([F:11])[F:10])[CH:8]=1. The catalyst is CO.[Pd]. The product is [F:49][C:2]([F:1])([F:48])[C:3]1[CH:4]=[C:5]([C@H:13]([N:15]([CH3:47])[C:16]([N:18]2[CH2:38][CH2:37][C@:21]3([NH:25][C:24](=[O:36])[CH2:23][CH2:22]3)[CH2:20][C@@H:19]2[C:39]2[CH:44]=[CH:43][C:42]([F:45])=[CH:41][C:40]=2[CH3:46])=[O:17])[CH3:14])[CH:6]=[C:7]([C:9]([F:10])([F:11])[F:12])[CH:8]=1. The yield is 0.950. (7) The product is [F:26][C:27]1[CH:28]=[C:29]([N:33]2[C:5]([C:7]3[C:12](=[O:13])[CH:11]=[CH:10][N:9]([C:14]4[CH:19]=[CH:18][CH:17]=[C:16]([C:20]([F:23])([F:22])[F:21])[CH:15]=4)[N:8]=3)=[CH:4][CH:3]=[N:2]2)[CH:30]=[CH:31][CH:32]=1. The yield is 0.250. The catalyst is C(O)C. The reactants are C[N:2](C)[CH:3]=[CH:4][C:5]([C:7]1[C:12](=[O:13])[CH:11]=[CH:10][N:9]([C:14]2[CH:19]=[CH:18][CH:17]=[C:16]([C:20]([F:23])([F:22])[F:21])[CH:15]=2)[N:8]=1)=O.Cl.[F:26][C:27]1[CH:28]=[C:29]([NH:33]N)[CH:30]=[CH:31][CH:32]=1.CCN(CC)CC. (8) The reactants are [OH:1][C:2]1[CH:3]=[C:4]([CH:7]=[CH:8][CH:9]=1)[CH:5]=O.[N+:10]([CH2:13][CH3:14])([O-:12])=[O:11].C([O-])(=O)C.[NH4+].O. The catalyst is C(O)(=O)C. The product is [N+:10](/[C:13](/[CH3:14])=[CH:5]/[C:4]1[CH:3]=[C:2]([OH:1])[CH:9]=[CH:8][CH:7]=1)([O-:12])=[O:11]. The yield is 0.810. (9) The reactants are [NH2:1][C@@H:2]1[CH2:7][CH2:6][CH2:5][N:4]([C:8]([O:10][C:11]([CH3:14])([CH3:13])[CH3:12])=[O:9])[CH2:3]1.[Cl:15][C:16]1[N:21]=[C:20]([N:22]2[CH2:27][CH2:26][O:25][CH2:24][CH2:23]2)[C:19]([F:28])=[C:18](Cl)[N:17]=1. The catalyst is C(O)C. The product is [Cl:15][C:16]1[N:17]=[C:18]([NH:1][C@@H:2]2[CH2:7][CH2:6][CH2:5][N:4]([C:8]([O:10][C:11]([CH3:14])([CH3:13])[CH3:12])=[O:9])[CH2:3]2)[C:19]([F:28])=[C:20]([N:22]2[CH2:23][CH2:24][O:25][CH2:26][CH2:27]2)[N:21]=1. The yield is 0.470. (10) The reactants are C=O.[Br:3][C:4]1[CH:37]=[CH:36][C:7]([NH:8][C:9]2[C:18]3[C:13](=[CH:14][C:15]([O:21][CH2:22][CH:23]4[CH2:28][CH2:27][N:26]([C:29](OC(C)(C)C)=O)[CH2:25][CH2:24]4)=[C:16]([O:19][CH3:20])[CH:17]=3)[N:12]=[CH:11][N:10]=2)=[C:6]([F:38])[CH:5]=1. The catalyst is C(O)=O. The product is [Br:3][C:4]1[CH:37]=[CH:36][C:7]([NH:8][C:9]2[C:18]3[C:13](=[CH:14][C:15]([O:21][CH2:22][CH:23]4[CH2:24][CH2:25][N:26]([CH3:29])[CH2:27][CH2:28]4)=[C:16]([O:19][CH3:20])[CH:17]=3)[N:12]=[CH:11][N:10]=2)=[C:6]([F:38])[CH:5]=1. The yield is 0.880.